Predict which catalyst facilitates the given reaction. From a dataset of Catalyst prediction with 721,799 reactions and 888 catalyst types from USPTO. (1) Reactant: Cl.[CH3:2][S:3]([NH:6][C:7]1[CH:15]=[C:14]2[C:10]([CH:11]=[C:12]([C:16]([OH:18])=O)[NH:13]2)=[CH:9][CH:8]=1)(=[O:5])=[O:4].COC1C=CC(S(C2C=C(C=CC=2)[NH2:33])(=O)=O)=CC=1.CN(C(ON1N=NC2C=CC=NC1=2)=[N+](C)C)C.F[P-](F)(F)(F)(F)F.CCN(C(C)C)C(C)C. Product: [CH3:2][S:3]([NH:6][C:7]1[CH:15]=[C:14]2[C:10]([CH:11]=[C:12]([C:16]([NH2:33])=[O:18])[NH:13]2)=[CH:9][CH:8]=1)(=[O:4])=[O:5]. The catalyst class is: 3. (2) Reactant: [Cl:1][C:2]1[CH:37]=[CH:36][C:5]([CH2:6][N:7]2[C:15]3[C:14](=[O:16])[N:13]([CH2:17][C:18](=[O:21])[CH2:19][CH3:20])[C:12](=[O:22])[N:11]([CH3:23])[C:10]=3[N:9]=[C:8]2[O:24][C:25]2[CH:30]=[CH:29][CH:28]=[C:27]([O:31][C:32]([F:35])([F:34])[F:33])[CH:26]=2)=[CH:4][CH:3]=1.[BH4-].[Na+]. Product: [Cl:1][C:2]1[CH:3]=[CH:4][C:5]([CH2:6][N:7]2[C:15]3[C:14](=[O:16])[N:13]([CH2:17][CH:18]([OH:21])[CH2:19][CH3:20])[C:12](=[O:22])[N:11]([CH3:23])[C:10]=3[N:9]=[C:8]2[O:24][C:25]2[CH:30]=[CH:29][CH:28]=[C:27]([O:31][C:32]([F:35])([F:33])[F:34])[CH:26]=2)=[CH:36][CH:37]=1. The catalyst class is: 100. (3) Reactant: [NH2:1][C:2]1[C:10]([F:11])=[CH:9][C:5]([C:6]([OH:8])=O)=[CH:4][C:3]=1[F:12].[C:13]([NH:17][C:18](=[O:32])[C:19]1[CH:24]=[CH:23][CH:22]=[C:21]([CH2:25][N:26]2[CH2:31][CH2:30][NH:29][CH2:28][CH2:27]2)[CH:20]=1)([CH3:16])([CH3:15])[CH3:14].C(N(CC)CC)C.CCCP1(OP(CCC)(=O)OP(CCC)(=O)O1)=O. Product: [NH2:1][C:2]1[C:3]([F:12])=[CH:4][C:5]([C:6]([N:29]2[CH2:28][CH2:27][N:26]([CH2:25][C:21]3[CH:20]=[C:19]([CH:24]=[CH:23][CH:22]=3)[C:18]([NH:17][C:13]([CH3:15])([CH3:16])[CH3:14])=[O:32])[CH2:31][CH2:30]2)=[O:8])=[CH:9][C:10]=1[F:11]. The catalyst class is: 96. (4) Reactant: C(OC([N:8]1[CH2:13][CH2:12][C:11]([O:20][CH3:21])([C:14]2[CH:19]=[CH:18][CH:17]=[CH:16][CH:15]=2)[CH2:10][CH2:9]1)=O)(C)(C)C.[ClH:22]. Product: [ClH:22].[CH3:21][O:20][C:11]1([C:14]2[CH:19]=[CH:18][CH:17]=[CH:16][CH:15]=2)[CH2:10][CH2:9][NH:8][CH2:13][CH2:12]1. The catalyst class is: 25. (5) Reactant: [CH:1]1([C:5]2[CH:14]=[CH:13][CH:12]=[CH:11][C:6]=2[C:7]([O:9]C)=[O:8])[CH2:4][CH2:3][CH2:2]1.C[Si](C)(C)[O-].[K+:20]. Product: [CH:1]1([C:5]2[CH:14]=[CH:13][CH:12]=[CH:11][C:6]=2[C:7]([O-:9])=[O:8])[CH2:2][CH2:3][CH2:4]1.[K+:20]. The catalyst class is: 1. (6) Reactant: [CH3:1][N:2]1[C:6]([C:7]([NH:9][C:10]2[CH:11]=[C:12]([CH:39]=[CH:40][CH:41]=2)[C:13]([C:15]2[CH:23]=[C:22]3[C:18]([C:19](=[CH:25][NH:26][C:27]4[CH:32]=[CH:31][C:30]([CH2:33][CH2:34][CH2:35][C:36]([OH:38])=[O:37])=[CH:29][CH:28]=4)[C:20](=[O:24])[NH:21]3)=[CH:17][CH:16]=2)=[O:14])=[O:8])=[CH:5][C:4]([CH3:42])=[N:3]1.[CH2:43]1[CH2:47]N([P+](ON2N=NC3C=CC=CC2=3)(N2CCCC2)N2CCCC2)C[CH2:44]1.F[P-](F)(F)(F)(F)F.C(N(CC)CC)C.Cl.CON. Product: [CH3:1][N:2]1[C:6]([C:7]([NH:9][C:10]2[CH:11]=[C:12]([CH:39]=[CH:40][CH:41]=2)[C:13]([C:15]2[CH:23]=[C:22]3[C:18](/[C:19](=[CH:25]/[NH:26][C:27]4[CH:32]=[CH:31][C:30]([CH2:33][CH2:34][CH2:35][C:36]([O:38][CH:43]([CH3:47])[CH3:44])=[O:37])=[CH:29][CH:28]=4)/[C:20](=[O:24])[NH:21]3)=[CH:17][CH:16]=2)=[O:14])=[O:8])=[CH:5][C:4]([CH3:42])=[N:3]1. The catalyst class is: 3.